Predict the product of the given reaction. From a dataset of Forward reaction prediction with 1.9M reactions from USPTO patents (1976-2016). Given the reactants [Cl:1][C:2]1[CH:7]=[CH:6][C:5]([C:8]2[S:9][C:10]([C:16]([C:18]3OC=[CH:21][CH:22]=3)=[O:17])=[CH:11][C:12]=2[CH2:13][C:14]#[N:15])=[CH:4][CH:3]=1.Cl.[NH2:24][OH:25].[C:26](=[O:29])([O-])[O-].[K+].[K+].O, predict the reaction product. The product is: [Cl:1][C:2]1[CH:3]=[CH:4][C:5]([C:8]2[S:9][C:10]([C:16]([C:18]3[O:29][CH:26]=[CH:21][CH:22]=3)=[O:17])=[CH:11][C:12]=2[CH2:13][C:14](=[NH:15])[NH:24][OH:25])=[CH:6][CH:7]=1.